From a dataset of Rat liver microsome stability data. Regression/Classification. Given a drug SMILES string, predict its absorption, distribution, metabolism, or excretion properties. Task type varies by dataset: regression for continuous measurements (e.g., permeability, clearance, half-life) or binary classification for categorical outcomes (e.g., BBB penetration, CYP inhibition). Dataset: rlm. (1) The compound is OCc1ccc(-c2ccc(-c3ccc(CO)s3)o2)s1. The result is 1 (stable in rat liver microsomes). (2) The drug is Cc1cccc(S(=O)(=O)Nc2cnccc2C(=O)Nc2nc(-c3ccccc3)cs2)c1. The result is 1 (stable in rat liver microsomes). (3) The compound is O=C(c1cnc2ccc(F)cc2c1N1CCC2(CCCCC2)C1)N1CCN(C(=O)C2CC2)CC1. The result is 1 (stable in rat liver microsomes). (4) The compound is Fc1ccc(-c2csc3ncnc(Sc4nnnn4-c4ccccc4)c23)cc1. The result is 1 (stable in rat liver microsomes). (5) The drug is Cc1nc(NCc2ccco2)nc2c1C(=O)CC(C)C2. The result is 1 (stable in rat liver microsomes). (6) The compound is O=C(c1cnc2ccc(F)cc2c1N1CCC(F)(F)CC1)N1CCN(C(=O)C2CC2)CC1. The result is 1 (stable in rat liver microsomes). (7) The molecule is Cc1ccc(-c2cccc(-c3c(C)cnc4c(C(F)(F)F)cccc34)c2)cc1S(C)(=O)=O. The result is 1 (stable in rat liver microsomes). (8) The drug is CC(C)(C)c1ccc(CCNC(=O)c2ccc(O)cc2)cc1. The result is 1 (stable in rat liver microsomes). (9) The compound is c1c[nH]c(C2CCN(c3ncc(-c4ccc5c(c4)OCCCO5)s3)CC2)n1. The result is 1 (stable in rat liver microsomes). (10) The drug is CC(C)(C)c1ccc(S(=O)(=O)N2CCC(c3ccncc3)CC2)cc1. The result is 1 (stable in rat liver microsomes).